This data is from Peptide-MHC class I binding affinity with 185,985 pairs from IEDB/IMGT. The task is: Regression. Given a peptide amino acid sequence and an MHC pseudo amino acid sequence, predict their binding affinity value. This is MHC class I binding data. (1) The peptide sequence is YTFEPHYFY. The MHC is HLA-A26:01 with pseudo-sequence HLA-A26:01. The binding affinity (normalized) is 0.820. (2) The peptide sequence is FPRYPLNVL. The MHC is HLA-A02:06 with pseudo-sequence HLA-A02:06. The binding affinity (normalized) is 0.0847.